From a dataset of Catalyst prediction with 721,799 reactions and 888 catalyst types from USPTO. Predict which catalyst facilitates the given reaction. Reactant: [CH2:1]([N:4]([CH2:25][C:26]1[CH:31]=[CH:30][CH:29]=[CH:28][CH:27]=1)[C:5]1[N:9]([CH2:10][C:11]2[CH:16]=[CH:15][C:14]([O:17][CH3:18])=[CH:13][CH:12]=2)[N:8]=[CH:7][C:6]=1[C:19](N(OC)C)=[O:20])[CH:2]=[CH2:3].[CH:32]([Mg]Br)=[CH2:33].C(OC(=O)C)(=O)C.CO. Product: [CH2:1]([N:4]([CH2:25][C:26]1[CH:31]=[CH:30][CH:29]=[CH:28][CH:27]=1)[C:5]1[N:9]([CH2:10][C:11]2[CH:16]=[CH:15][C:14]([O:17][CH3:18])=[CH:13][CH:12]=2)[N:8]=[CH:7][C:6]=1[C:19](=[O:20])[CH:32]=[CH2:33])[CH:2]=[CH2:3]. The catalyst class is: 1.